Dataset: Human liver microsome stability data. Task: Regression/Classification. Given a drug SMILES string, predict its absorption, distribution, metabolism, or excretion properties. Task type varies by dataset: regression for continuous measurements (e.g., permeability, clearance, half-life) or binary classification for categorical outcomes (e.g., BBB penetration, CYP inhibition). Dataset: hlm. The compound is COC[C@@H]1C[C@@H](C(=O)NC[C@H]2CCCO2)CN(Cc2nc(-c3ccccc3)oc2C)C1. The result is 1 (stable in human liver microsomes).